From a dataset of Peptide-MHC class II binding affinity with 134,281 pairs from IEDB. Regression. Given a peptide amino acid sequence and an MHC pseudo amino acid sequence, predict their binding affinity value. This is MHC class II binding data. (1) The peptide sequence is TPFPHRKGVLFNIQY. The MHC is HLA-DQA10104-DQB10503 with pseudo-sequence HLA-DQA10104-DQB10503. The binding affinity (normalized) is 0.202. (2) The peptide sequence is KFIPALEAAVKQAYAATVAT. The MHC is DRB1_0701 with pseudo-sequence DRB1_0701. The binding affinity (normalized) is 0.634. (3) The peptide sequence is SRNSTHEMYWVSRASGNV. The MHC is DRB1_0401 with pseudo-sequence DRB1_0401. The binding affinity (normalized) is 0.220. (4) The peptide sequence is ERLAVMGDTAWDFSS. The MHC is DRB3_0101 with pseudo-sequence DRB3_0101. The binding affinity (normalized) is 0.750. (5) The peptide sequence is PTMLKKGMTTVLDFH. The MHC is HLA-DQA10201-DQB10303 with pseudo-sequence HLA-DQA10201-DQB10303. The binding affinity (normalized) is 0.456. (6) The peptide sequence is DIFTNSRGKRASKGN. The MHC is HLA-DQA10102-DQB10602 with pseudo-sequence HLA-DQA10102-DQB10602. The binding affinity (normalized) is 0.0463.